From a dataset of Catalyst prediction with 721,799 reactions and 888 catalyst types from USPTO. Predict which catalyst facilitates the given reaction. Reactant: [Si]([O:8][CH2:9][CH2:10][CH:11]([C:13]1[N:17]2[C:18](=[O:33])[CH:19]=[C:20]([CH2:22][N:23]([CH2:31][CH3:32])[C:24]3[CH:29]=[CH:28][C:27]([F:30])=[CH:26][CH:25]=3)[N:21]=[C:16]2[S:15][C:14]=1[CH3:34])[F:12])(C(C)(C)C)(C)C.Cl. Product: [CH2:31]([N:23]([CH2:22][C:20]1[N:21]=[C:16]2[S:15][C:14]([CH3:34])=[C:13]([CH:11]([F:12])[CH2:10][CH2:9][OH:8])[N:17]2[C:18](=[O:33])[CH:19]=1)[C:24]1[CH:29]=[CH:28][C:27]([F:30])=[CH:26][CH:25]=1)[CH3:32]. The catalyst class is: 7.